From a dataset of Peptide-MHC class I binding affinity with 185,985 pairs from IEDB/IMGT. Regression. Given a peptide amino acid sequence and an MHC pseudo amino acid sequence, predict their binding affinity value. This is MHC class I binding data. (1) The peptide sequence is IVTDFSVIK. The MHC is HLA-B51:01 with pseudo-sequence HLA-B51:01. The binding affinity (normalized) is 0. (2) The peptide sequence is SLRLSCAA. The MHC is HLA-A02:01 with pseudo-sequence HLA-A02:01. The binding affinity (normalized) is 0.0740. (3) The MHC is HLA-A31:01 with pseudo-sequence HLA-A31:01. The binding affinity (normalized) is 0.0847. The peptide sequence is YRIMTRGLL. (4) The peptide sequence is QPLTDAKVA. The MHC is HLA-B07:02 with pseudo-sequence HLA-B07:02. The binding affinity (normalized) is 0.0641. (5) The peptide sequence is FPASHMATY. The MHC is HLA-B39:01 with pseudo-sequence HLA-B39:01. The binding affinity (normalized) is 0.0847. (6) The peptide sequence is AQPCSDKAYK. The MHC is HLA-A11:01 with pseudo-sequence HLA-A11:01. The binding affinity (normalized) is 0.611. (7) The peptide sequence is LEARVNLSV. The MHC is HLA-A02:01 with pseudo-sequence HLA-A02:01. The binding affinity (normalized) is 0.0847. (8) The peptide sequence is TGIAIIAYI. The MHC is HLA-A02:12 with pseudo-sequence HLA-A02:12. The binding affinity (normalized) is 0.0847. (9) The peptide sequence is DLANSHQR. The MHC is H-2-Kb with pseudo-sequence H-2-Kb. The binding affinity (normalized) is 0.0675.